From a dataset of Full USPTO retrosynthesis dataset with 1.9M reactions from patents (1976-2016). Predict the reactants needed to synthesize the given product. The reactants are: [OH:1][C:2]1[C:3]([CH3:18])=[C:4]2[C:9](=[C:10]([CH3:13])[C:11]=1[CH3:12])[O:8][C:7]([CH3:17])([C:14]([OH:16])=O)[CH2:6][CH2:5]2.C1N=CN(C(N2C=NC=C2)=O)C=1.[NH2:31][CH:32]([CH3:35])[CH2:33][OH:34]. Given the product [OH:1][C:2]1[C:3]([CH3:18])=[C:4]2[C:9](=[C:10]([CH3:13])[C:11]=1[CH3:12])[O:8][C:7]([CH3:17])([C:14]([NH:31][CH:32]([CH3:35])[CH2:33][OH:34])=[O:16])[CH2:6][CH2:5]2, predict the reactants needed to synthesize it.